From a dataset of Reaction yield outcomes from USPTO patents with 853,638 reactions. Predict the reaction yield, written as a fraction of the theoretical maximum amount of product (1.0 means a 100% yield; for example, 0.34 means a 34% yield). The reactants are [Br:1][C:2]1[CH:10]=[CH:9][C:5]([C:6]([OH:8])=O)=[CH:4][C:3]=1[F:11].[NH:12]1[CH2:17][CH2:16][O:15][CH2:14][CH2:13]1.C(N1CCOCC1)C.C1C=CC2N(O)N=NC=2C=1.C(Cl)CCl. The catalyst is CN(C=O)C. The product is [Br:1][C:2]1[CH:10]=[CH:9][C:5]([C:6]([N:12]2[CH2:17][CH2:16][O:15][CH2:14][CH2:13]2)=[O:8])=[CH:4][C:3]=1[F:11]. The yield is 0.980.